This data is from Catalyst prediction with 721,799 reactions and 888 catalyst types from USPTO. The task is: Predict which catalyst facilitates the given reaction. (1) Reactant: C(OC([N:8]1[CH2:15][CH:14]2[CH:10]([CH2:11][N:12]([C:16]3[CH:17]=[N:18][C:19]([O:25][C:26]4[CH:31]=[CH:30][C:29]([O:32][C:33]5[CH:38]=[CH:37][CH:36]=[CH:35][CH:34]=5)=[CH:28][CH:27]=4)=[C:20]([C:22](=[O:24])[NH2:23])[CH:21]=3)[CH2:13]2)[CH2:9]1)=O)(C)(C)C.Cl. Product: [CH2:11]1[CH:10]2[CH2:9][NH:8][CH2:15][CH:14]2[CH2:13][N:12]1[C:16]1[CH:17]=[N:18][C:19]([O:25][C:26]2[CH:27]=[CH:28][C:29]([O:32][C:33]3[CH:34]=[CH:35][CH:36]=[CH:37][CH:38]=3)=[CH:30][CH:31]=2)=[C:20]([CH:21]=1)[C:22]([NH2:23])=[O:24]. The catalyst class is: 135. (2) Reactant: CS(C)=O.Cl[C:6]1[N:7]([CH2:28][CH:29]2[CH2:31][CH2:30]2)[C:8]2[C:13]([N:14]=1)=[C:12]([N:15]1[CH2:20][CH2:19][O:18][CH2:17][CH2:16]1)[N:11]=[C:10]([C:21]1[CH:22]=[N:23][C:24]([NH2:27])=[N:25][CH:26]=1)[N:9]=2.[NH:32]1[CH2:37][CH2:36][O:35][CH2:34][CH2:33]1. Product: [CH:29]1([CH2:28][N:7]2[C:6]([N:32]3[CH2:37][CH2:36][O:35][CH2:34][CH2:33]3)=[N:14][C:13]3[C:8]2=[N:9][C:10]([C:21]2[CH:22]=[N:23][C:24]([NH2:27])=[N:25][CH:26]=2)=[N:11][C:12]=3[N:15]2[CH2:20][CH2:19][O:18][CH2:17][CH2:16]2)[CH2:31][CH2:30]1. The catalyst class is: 98. (3) Reactant: [CH2:1]([O:3][C:4]([N:6]1[C:15]2[C:10](=[N:11][C:12]([O:16][CH3:17])=[CH:13][CH:14]=2)[C@@H:9]([NH:18][C:19]2[N:24]=[C:23]([CH2:25][C:26]3[CH:31]=[C:30]([C:32]([F:35])([F:34])[F:33])[CH:29]=[C:28]([C:36]([F:39])([F:38])[F:37])[CH:27]=3)[C:22]([O:40][CH:41]([C:43](OC)=[O:44])[CH3:42])=[CH:21][N:20]=2)[CH2:8][C@H:7]1[CH2:47][CH3:48])=[O:5])[CH3:2].[H-].C([Al+]CC(C)C)C(C)C.C(O)(=O)CC(CC(O)=O)(C(O)=O)O. Product: [CH2:1]([O:3][C:4]([N:6]1[C:15]2[C:10](=[N:11][C:12]([O:16][CH3:17])=[CH:13][CH:14]=2)[C@@H:9]([NH:18][C:19]2[N:24]=[C:23]([CH2:25][C:26]3[CH:31]=[C:30]([C:32]([F:33])([F:34])[F:35])[CH:29]=[C:28]([C:36]([F:39])([F:37])[F:38])[CH:27]=3)[C:22]([O:40][CH:41]([CH3:42])[CH2:43][OH:44])=[CH:21][N:20]=2)[CH2:8][C@H:7]1[CH2:47][CH3:48])=[O:5])[CH3:2]. The catalyst class is: 207. (4) Reactant: [F:1][C:2]([F:25])([F:24])[C@H:3]1[CH2:8][CH2:7][C@H:6]([NH:9][C:10](=[O:23])[C:11]2[CH:16]=[C:15]([N+:17]([O-:19])=[O:18])[C:14]([NH:20][CH3:21])=[CH:13][C:12]=2Cl)[CH2:5][CH2:4]1.[CH3:26][NH:27][CH2:28][C:29]1[CH:34]=[CH:33][C:32]([F:35])=[CH:31][CH:30]=1.CC#N. Product: [F:1][C:2]([F:25])([F:24])[C@H:3]1[CH2:8][CH2:7][C@H:6]([NH:9][C:10](=[O:23])[C:11]2[CH:16]=[C:15]([N+:17]([O-:19])=[O:18])[C:14]([NH:20][CH3:21])=[CH:13][C:12]=2[N:27]([CH3:26])[CH2:28][C:29]2[CH:34]=[CH:33][C:32]([F:35])=[CH:31][CH:30]=2)[CH2:5][CH2:4]1. The catalyst class is: 6. (5) Reactant: [Br:1][C:2]1[S:6][C:5]([S:7](Cl)(=[O:9])=[O:8])=[CH:4][CH:3]=1.[C:11]([NH2:15])([CH3:14])([CH3:13])[CH3:12]. Product: [Br:1][C:2]1[S:6][C:5]([S:7]([NH:15][C:11]([CH3:14])([CH3:13])[CH3:12])(=[O:9])=[O:8])=[CH:4][CH:3]=1. The catalyst class is: 12. (6) Reactant: C(=O)([O-])[O-].[Na+].[Na+].[C:7](OC=C)(=O)[CH3:8].[OH:13][C:14]([C:17]1[CH:22]=[CH:21][CH:20]=[C:19]([C:23]([CH3:28])([O:25][CH:26]=[CH2:27])[CH3:24])[CH:18]=1)([CH3:16])[CH3:15]. Product: [CH3:24][C:23]([C:19]1[CH:20]=[CH:21][CH:22]=[C:17]([C:14]([O:13][CH:7]=[CH2:8])([CH3:16])[CH3:15])[CH:18]=1)([O:25][CH:26]=[CH2:27])[CH3:28]. The catalyst class is: 11. (7) Reactant: O.[OH-].[Li+].C([O:6][C:7](=[O:34])[CH:8]([O:31][CH2:32][CH3:33])[CH2:9][C:10]1[CH:15]=[CH:14][CH:13]=[C:12]([O:16][CH2:17][CH2:18][CH2:19][C:20]2[CH:25]=[CH:24][C:23]([O:26][S:27]([CH3:30])(=[O:29])=[O:28])=[CH:22][CH:21]=2)[CH:11]=1)C. Product: [CH2:32]([O:31][CH:8]([CH2:9][C:10]1[CH:15]=[CH:14][CH:13]=[C:12]([O:16][CH2:17][CH2:18][CH2:19][C:20]2[CH:21]=[CH:22][C:23]([O:26][S:27]([CH3:30])(=[O:28])=[O:29])=[CH:24][CH:25]=2)[CH:11]=1)[C:7]([OH:34])=[O:6])[CH3:33]. The catalyst class is: 132. (8) Reactant: [Br:1][C:2]1[C:10]2[S:9][C:8](C(O)=O)=[CH:7][C:6]=2[CH:5]=[CH:4][CH:3]=1.C([N:17](CC)C(C)C)(C)C.P(N=[N+]=[N-])(=O)(OC1C=CC=CC=1)OC1C=CC=CC=1.C(O)(=O)C. Product: [Br:1][C:2]1[C:10]2[S:9][C:8]([NH2:17])=[CH:7][C:6]=2[CH:5]=[CH:4][CH:3]=1. The catalyst class is: 3.